This data is from Full USPTO retrosynthesis dataset with 1.9M reactions from patents (1976-2016). The task is: Predict the reactants needed to synthesize the given product. (1) Given the product [Br:1][C:2]1[CH:3]=[CH:4][C:5]([O:9][CH:10]([CH:14]([CH3:16])[CH3:15])[CH:11]([CH3:12])[CH3:13])=[C:6]([NH:7][C:18]([NH:17][C:20]2[CH:25]=[CH:24][C:23]([CH3:26])=[CH:22][CH:21]=2)=[O:19])[CH:8]=1, predict the reactants needed to synthesize it. The reactants are: [Br:1][C:2]1[CH:3]=[CH:4][C:5]([O:9][CH:10]([CH:14]([CH3:16])[CH3:15])[CH:11]([CH3:13])[CH3:12])=[C:6]([CH:8]=1)[NH2:7].[N:17]([C:20]1[CH:25]=[CH:24][C:23]([CH3:26])=[CH:22][CH:21]=1)=[C:18]=[O:19]. (2) Given the product [Cl:23][C:24]1[N:29]=[C:28]2[C:27]([NH:31][C:3](=[O:16])[C:4]([CH2:5][CH3:6])([CH2:7][CH3:8])[CH2:9][N:10]2[CH:11]2[CH2:12][CH2:13][CH2:14][CH2:15]2)=[CH:26][N:25]=1, predict the reactants needed to synthesize it. The reactants are: CO[C:3](=[O:16])[C:4]([CH2:9][NH:10][CH:11]1[CH2:15][CH2:14][CH2:13][CH2:12]1)([CH2:7][CH3:8])[CH2:5][CH3:6].C(=O)([O-])[O-].[K+].[K+].[Cl:23][C:24]1[N:29]=[C:28](Cl)[C:27]([N+:31]([O-])=O)=[CH:26][N:25]=1. (3) Given the product [CH3:24]/[C:25](=[CH:26]\[C:27]1[CH:32]=[CH:31][CH:30]=[CH:29][CH:28]=1)/[CH2:33][NH:1][C:2]1[CH:3]=[C:4]([C:8]2[N:13]3[N:14]=[CH:15][C:16]([C:17]([C:19]4[S:20][CH:21]=[CH:22][CH:23]=4)=[O:18])=[C:12]3[N:11]=[CH:10][CH:9]=2)[CH:5]=[CH:6][CH:7]=1, predict the reactants needed to synthesize it. The reactants are: [NH2:1][C:2]1[CH:3]=[C:4]([C:8]2[N:13]3[N:14]=[CH:15][C:16]([C:17]([C:19]4[S:20][CH:21]=[CH:22][CH:23]=4)=[O:18])=[C:12]3[N:11]=[CH:10][CH:9]=2)[CH:5]=[CH:6][CH:7]=1.[CH3:24]/[C:25](/[CH:33]=O)=[CH:26]\[C:27]1[CH:32]=[CH:31][CH:30]=[CH:29][CH:28]=1. (4) Given the product [Br:1][C:2]1[C:7]([F:8])=[CH:6][C:5]2[O:9][C:13]3[CH:14]=[C:15]([F:18])[CH:16]=[CH:17][C:12]=3[CH:11]=[N:10][C:4]=2[CH:3]=1, predict the reactants needed to synthesize it. The reactants are: [Br:1][C:2]1[C:7]([F:8])=[CH:6][C:5]([OH:9])=[C:4]([N:10]=[CH:11][C:12]2[CH:17]=[CH:16][C:15]([F:18])=[CH:14][C:13]=2F)[CH:3]=1.C([O-])([O-])=O.[Cs+].[Cs+].O. (5) The reactants are: CC(OC([NH:8][C@@:9]([CH3:15])([C:12]([OH:14])=O)[CH2:10][OH:11])=O)(C)C.Cl.[CH3:17][CH:18]([O:20][C:21]1[CH:28]=[CH:27][C:26]([C:29]2[O:33][N:32]=[C:31]([C:34]3[CH:44]=[CH:43][C:37]4[CH2:38][CH2:39][NH:40][CH2:41][CH2:42][C:36]=4[CH:35]=3)[N:30]=2)=[CH:25][C:22]=1[C:23]#[N:24])[CH3:19].CN(C(ON1N=NC2C=CC=NC1=2)=[N+](C)C)C.F[P-](F)(F)(F)(F)F.CCN(C(C)C)C(C)C.FC(F)(F)C(O)=O. Given the product [CH3:19][CH:18]([O:20][C:21]1[CH:28]=[CH:27][C:26]([C:29]2[O:33][N:32]=[C:31]([C:34]3[CH:44]=[CH:43][C:37]4[CH2:38][CH2:39][N:40]([C:12](=[O:14])[C@@:9]([CH3:15])([CH2:10][OH:11])[NH2:8])[CH2:41][CH2:42][C:36]=4[CH:35]=3)[N:30]=2)=[CH:25][C:22]=1[C:23]#[N:24])[CH3:17], predict the reactants needed to synthesize it. (6) Given the product [Br:1][C:2]1[CH:10]=[C:9]([F:11])[C:8]([F:12])=[CH:7][C:3]=1[C:4]([N:15]([CH2:16][CH3:17])[CH2:13][CH3:14])=[O:5], predict the reactants needed to synthesize it. The reactants are: [Br:1][C:2]1[CH:10]=[C:9]([F:11])[C:8]([F:12])=[CH:7][C:3]=1[C:4](Cl)=[O:5].[CH2:13]([NH:15][CH2:16][CH3:17])[CH3:14].